Dataset: Full USPTO retrosynthesis dataset with 1.9M reactions from patents (1976-2016). Task: Predict the reactants needed to synthesize the given product. (1) Given the product [I:15][C:8]1[C:6]2[N:7]=[CH:18][NH:2][C:5]=2[CH:11]=[C:10]([NH2:12])[CH:9]=1, predict the reactants needed to synthesize it. The reactants are: Cl.[N+:2]([C:5]1[CH:11]=[C:10]([N+:12]([O-])=O)[CH:9]=[C:8]([I:15])[C:6]=1[NH2:7])([O-])=O.CO.[CH3:18]COC(C)=O. (2) Given the product [C:10]([O:13][C:14](=[O:15])[NH:1][C:2]1[CH:7]=[CH:6][CH:5]=[C:4]([OH:8])[CH:3]=1)([CH3:12])([CH3:11])[CH3:9], predict the reactants needed to synthesize it. The reactants are: [NH2:1][C:2]1[CH:3]=[C:4]([OH:8])[CH:5]=[CH:6][CH:7]=1.[CH3:9][C:10]([O:13][C:14](O[C:14]([O:13][C:10]([CH3:12])([CH3:11])[CH3:9])=[O:15])=[O:15])([CH3:12])[CH3:11]. (3) Given the product [Cl:31][C:28]1[CH:29]=[CH:30][C:25]([CH2:24][N:1]2[CH:5]=[CH:4][C:3]([N:6]3[C:14](=[O:15])[C:13]4[C:8](=[CH:9][CH:10]=[CH:11][CH:12]=4)[C:7]3=[O:16])=[N:2]2)=[C:26]([C:32]([F:33])([F:34])[F:35])[CH:27]=1, predict the reactants needed to synthesize it. The reactants are: [NH:1]1[CH:5]=[CH:4][C:3]([N:6]2[C:14](=[O:15])[C:13]3[C:8](=[CH:9][CH:10]=[CH:11][CH:12]=3)[C:7]2=[O:16])=[N:2]1.C(=O)([O-])[O-].[K+].[K+].Br[CH2:24][C:25]1[CH:30]=[CH:29][C:28]([Cl:31])=[CH:27][C:26]=1[C:32]([F:35])([F:34])[F:33]. (4) Given the product [OH:64][C@@:63]([C:58]1[CH:57]=[CH:56][C:55]2[C:60](=[CH:61][CH:62]=[C:53]([C:51]([NH:50][CH3:49])=[O:52])[CH:54]=2)[CH:59]=1)([C:65]1[N:66]=[CH:67][N:68]([C:70]([C:71]2[CH:76]=[CH:75][CH:74]=[CH:73][CH:72]=2)([C:83]2[CH:84]=[CH:85][CH:86]=[CH:87][CH:88]=2)[C:77]2[CH:82]=[CH:81][CH:80]=[CH:79][CH:78]=2)[CH:69]=1)[CH2:7][C:8]([O:10][CH2:11][CH3:12])=[O:9], predict the reactants needed to synthesize it. The reactants are: C[Si](Cl)(C)C.Br[CH2:7][C:8]([O:10][CH2:11][CH3:12])=[O:9].Br[Zn]CC(OCC)=O.C=C[C@@H]1[C@@H]2C[C@H]([C@@H](O)C3C=CN=C4C=CC=CC=34)N(CC2)C1.N1C=CC=CC=1.[CH3:49][NH:50][C:51]([C:53]1[CH:62]=[CH:61][C:60]2[C:55](=[CH:56][CH:57]=[C:58]([C:63]([C:65]3[N:66]=[CH:67][N:68]([C:70]([C:83]4[CH:88]=[CH:87][CH:86]=[CH:85][CH:84]=4)([C:77]4[CH:82]=[CH:81][CH:80]=[CH:79][CH:78]=4)[C:71]4[CH:76]=[CH:75][CH:74]=[CH:73][CH:72]=4)[CH:69]=3)=[O:64])[CH:59]=2)[CH:54]=1)=[O:52].C(O)(=O)CC(CC(O)=O)(C(O)=O)O.